From a dataset of CYP2C19 inhibition data for predicting drug metabolism from PubChem BioAssay. Regression/Classification. Given a drug SMILES string, predict its absorption, distribution, metabolism, or excretion properties. Task type varies by dataset: regression for continuous measurements (e.g., permeability, clearance, half-life) or binary classification for categorical outcomes (e.g., BBB penetration, CYP inhibition). Dataset: cyp2c19_veith. (1) The compound is NC1CCCCC1.NP(=O)(O)N(CCCl)CCCl. The result is 0 (non-inhibitor). (2) The drug is CSc1ccc(CNc2ccc(C)c(C)c2)cc1. The result is 1 (inhibitor). (3) The compound is [O-][N+]1(CC[N+]2([O-])CCCCC2)CCCCC1. The result is 0 (non-inhibitor). (4) The molecule is O=C(Nc1ccc(Cl)cc1)OCCn1nnnc1C(c1ccccc1Cl)N1CCOCC1. The result is 1 (inhibitor). (5) The compound is CC(C)n1c(/C=C\[C@@H](O)C[C@@H](O)CC(=O)[O-])c(-c2ccc(F)cc2)c2ccccc21.[Na+]. The result is 0 (non-inhibitor). (6) The compound is CC1=CC(=C2C(=O)c3ccccc3C2=O)C=C(C)N1Cc1ccco1. The result is 1 (inhibitor).